Dataset: Peptide-MHC class I binding affinity with 185,985 pairs from IEDB/IMGT. Task: Regression. Given a peptide amino acid sequence and an MHC pseudo amino acid sequence, predict their binding affinity value. This is MHC class I binding data. The peptide sequence is INYKYRVM. The MHC is H-2-Db with pseudo-sequence H-2-Db. The binding affinity (normalized) is 0.142.